From a dataset of Full USPTO retrosynthesis dataset with 1.9M reactions from patents (1976-2016). Predict the reactants needed to synthesize the given product. Given the product [F:35][C@H:36]1[CH2:37][C@H:23]1[NH:2][CH:3]=[C:4]([C:10](=[O:22])[C:11]1[CH:16]=[C:15]([F:17])[C:14]([F:18])=[C:13]([O:19][CH3:20])[C:12]=1[F:21])[C:5]([O:7][CH2:8][CH3:9])=[O:6], predict the reactants needed to synthesize it. The reactants are: C[N:2]([CH3:23])[CH:3]=[C:4]([C:10](=[O:22])[C:11]1[CH:16]=[C:15]([F:17])[C:14]([F:18])=[C:13]([O:19][CH3:20])[C:12]=1[F:21])[C:5]([O:7][CH2:8][CH3:9])=[O:6].C1(C)C=CC(S(O)(=O)=O)=CC=1.[F:35][C@H:36]1C[C@H:37]1N.C(N(CC)CC)C.O.